Dataset: Forward reaction prediction with 1.9M reactions from USPTO patents (1976-2016). Task: Predict the product of the given reaction. (1) Given the reactants [C:1]([O:5][C:6]([N:8]([CH2:16][C:17]1[CH:18]=[C:19]([CH:27]=[CH:28][C:29]=1[N+:30]([O-])=O)[C:20]([O:22][C:23]([CH3:26])([CH3:25])[CH3:24])=[O:21])[C:9]([O:11][C:12]([CH3:15])([CH3:14])[CH3:13])=[O:10])=[O:7])([CH3:4])([CH3:3])[CH3:2], predict the reaction product. The product is: [NH2:30][C:29]1[CH:28]=[CH:27][C:19]([C:20]([O:22][C:23]([CH3:24])([CH3:25])[CH3:26])=[O:21])=[CH:18][C:17]=1[CH2:16][N:8]([C:6]([O:5][C:1]([CH3:4])([CH3:3])[CH3:2])=[O:7])[C:9]([O:11][C:12]([CH3:14])([CH3:13])[CH3:15])=[O:10]. (2) The product is: [C:1]1([C:20]2[CH:21]=[CH:22][CH:23]=[CH:24][CH:25]=2)[CH:6]=[CH:5][C:4]([C:7]2[CH:8]=[C:9]([NH2:17])[CH:10]=[C:11]3[C:15]=2[N:14]([CH3:16])[CH:13]=[CH:12]3)=[CH:3][CH:2]=1. Given the reactants [C:1]1([C:20]2[CH:25]=[CH:24][CH:23]=[CH:22][CH:21]=2)[CH:6]=[CH:5][C:4]([C:7]2[CH:8]=[C:9]([N+:17]([O-])=O)[CH:10]=[C:11]3[C:15]=2[N:14]([CH3:16])[CH:13]=[CH:12]3)=[CH:3][CH:2]=1.[Cl-].[NH4+].C(O)C, predict the reaction product.